From a dataset of Full USPTO retrosynthesis dataset with 1.9M reactions from patents (1976-2016). Predict the reactants needed to synthesize the given product. (1) Given the product [O:43]=[C:42]1[C:44]2[C:45](=[CH:46][CH:47]=[CH:48][CH:49]=2)[O:50][CH:40]([C:51]2[S:52][CH:53]=[C:54]([C:56]([O:58][CH2:59][CH3:60])=[O:57])[N:55]=2)[CH2:41]1, predict the reactants needed to synthesize it. The reactants are: N(C(OCC)=O)=NC(OCC)=O.C1(C)C=CC=CC=1.C1(P(C2C=CC=CC=2)C2C=CC=CC=2)C=CC=CC=1.O[CH:40]([C:51]1[S:52][CH:53]=[C:54]([C:56]([O:58][CH2:59][CH3:60])=[O:57])[N:55]=1)[CH2:41][C:42]([C:44]1[CH:49]=[CH:48][CH:47]=[CH:46][C:45]=1[OH:50])=[O:43]. (2) Given the product [CH3:10][O:11][C:12]1[CH:13]=[C:14]([NH:15][C:66]([C:65]2[CH:56]=[C:57]3[C:62](=[CH:63][CH:64]=2)[O:61][C:60]([CH3:69])([CH3:68])[CH:59]=[CH:58]3)=[O:67])[CH:16]=[CH:17][C:18]=1[O:19][CH3:20], predict the reactants needed to synthesize it. The reactants are: C(N(CC)C(C)C)(C)C.[CH3:10][O:11][C:12]1[CH:13]=[C:14]([CH:16]=[CH:17][C:18]=1[O:19][CH3:20])[NH2:15].C1CN([P+](ON2N=NC3C=CC=CC2=3)(N2CCCC2)N2CCCC2)CC1.F[P-](F)(F)(F)(F)F.CO[C:56]1[C:65]([CH:66]=[O:67])=[CH:64][CH:63]=[C:62]2[C:57]=1[CH:58]=[CH:59][C:60]([CH3:69])([CH3:68])[O:61]2. (3) Given the product [CH3:1][O:2][C:3]1[CH:4]=[CH:5][C:6]([CH2:7][N:8]2[C:12]3[N:13]=[CH:14][C:15]4[CH2:16][N:17]([CH2:23][C:37]5[CH:38]=[CH:39][C:32]([O:31][CH3:30])=[CH:33][CH:34]=5)[CH2:18][CH2:19][C:20]=4[C:11]=3[CH:10]=[N:9]2)=[CH:21][CH:22]=1, predict the reactants needed to synthesize it. The reactants are: [CH3:1][O:2][C:3]1[CH:22]=[CH:21][C:6]([CH2:7][N:8]2[C:12]3[N:13]=[CH:14][C:15]4[CH2:16][NH:17][CH2:18][CH2:19][C:20]=4[C:11]=3[CH:10]=[N:9]2)=[CH:5][CH:4]=1.[CH3:23]CN(CC)CC.[CH3:30][O:31][C:32]1[CH:33]=[C:34]([CH:37]=[CH:38][CH:39]=1)C=O.C(O[BH-](OC(=O)C)OC(=O)C)(=O)C.C[N+](C)(C)C.[OH-].[Na+]. (4) Given the product [C:23]([C:22]1[CH:25]=[CH:26][CH:27]=[CH:28][C:21]=1[O:20][CH2:15][CH2:14][O:13][C:10]1[CH:9]=[CH:8][C:7]([CH2:6][C@H:5]([O:17][CH3:18])[C:4]([OH:3])=[O:19])=[CH:12][CH:11]=1)#[N:24], predict the reactants needed to synthesize it. The reactants are: C([O:3][C:4](=[O:19])[C@@H:5]([O:17][CH3:18])[CH2:6][C:7]1[CH:12]=[CH:11][C:10]([O:13][CH2:14][CH2:15]Br)=[CH:9][CH:8]=1)C.[OH:20][C:21]1[CH:28]=[CH:27][CH:26]=[CH:25][C:22]=1[C:23]#[N:24].CO[C@@H](CC1C=CC(OCCCOC2C=CC=CC=2)=CC=1)C(O)=O. (5) Given the product [NH2:19][C:20]1[CH:21]=[N:22][CH:23]=[C:24]([CH:28]=1)[C:25]([NH:13][CH:10]1[CH2:11][CH2:12][N:7]([CH2:6][C:5]2[CH:14]=[CH:15][C:2]([Cl:1])=[C:3]([O:16][CH2:17][CH3:18])[CH:4]=2)[CH2:8][CH2:9]1)=[O:26], predict the reactants needed to synthesize it. The reactants are: [Cl:1][C:2]1[CH:15]=[CH:14][C:5]([CH2:6][N:7]2[CH2:12][CH2:11][CH:10]([NH2:13])[CH2:9][CH2:8]2)=[CH:4][C:3]=1[O:16][CH2:17][CH3:18].[NH2:19][C:20]1[CH:21]=[N:22][CH:23]=[C:24]([CH:28]=1)[C:25](O)=[O:26]. (6) Given the product [CH3:12][C:11]1([CH3:15])[CH2:10][O:9][C:4]2([CH2:5][CH2:6][C:1](=[O:8])[CH2:2][CH2:3]2)[O:7][CH2:13]1, predict the reactants needed to synthesize it. The reactants are: [C:1]1(=[O:8])[CH2:6][CH2:5][C:4](=[O:7])[CH2:3][CH2:2]1.[OH:9][CH2:10][C:11]([CH3:15])([CH2:13]O)[CH3:12].S(=O)(=O)(O)O.